This data is from Forward reaction prediction with 1.9M reactions from USPTO patents (1976-2016). The task is: Predict the product of the given reaction. (1) Given the reactants Cl.[CH3:2][N:3]1[CH:7]=[C:6]([NH2:8])[N:5]=[CH:4]1.[Cl:9][C:10]1[N:11]=[C:12](Cl)[C:13]2[CH2:18][N:17]([C:19]([O:21][C:22]([CH3:25])([CH3:24])[CH3:23])=[O:20])[CH2:16][C:14]=2[N:15]=1, predict the reaction product. The product is: [Cl:9][C:10]1[N:11]=[C:12]([NH:8][C:6]2[N:5]=[CH:4][N:3]([CH3:2])[CH:7]=2)[C:13]2[CH2:18][N:17]([C:19]([O:21][C:22]([CH3:25])([CH3:24])[CH3:23])=[O:20])[CH2:16][C:14]=2[N:15]=1. (2) Given the reactants [H-].[Al+3].[Li+].[H-].[H-].[H-].[Cl:7][C:8]1[CH:9]=[CH:10][C:11]2[N:17]3[C:18]([CH2:21][CH:22]([CH3:24])[CH3:23])=[CH:19][CH:20]=[C:16]3[CH:15]([CH2:25][C:26](OC)=[O:27])[O:14][CH:13]([C:30]3[CH:35]=[CH:34][CH:33]=[C:32]([O:36][CH3:37])[C:31]=3[O:38][CH3:39])[C:12]=2[CH:40]=1.C(C(C(C([O-])=O)O)O)([O-])=O.[Na+].[K+], predict the reaction product. The product is: [Cl:7][C:8]1[CH:9]=[CH:10][C:11]2[N:17]3[C:18]([CH2:21][CH:22]([CH3:24])[CH3:23])=[CH:19][CH:20]=[C:16]3[C@@H:15]([CH2:25][CH2:26][OH:27])[O:14][C@H:13]([C:30]3[CH:35]=[CH:34][CH:33]=[C:32]([O:36][CH3:37])[C:31]=3[O:38][CH3:39])[C:12]=2[CH:40]=1.